From a dataset of Forward reaction prediction with 1.9M reactions from USPTO patents (1976-2016). Predict the product of the given reaction. (1) Given the reactants [Br:1]Br.[OH:3][CH2:4][CH2:5][CH2:6][C:7]1[CH:12]=[CH:11][C:10]([NH:13][C:14](=[O:18])[O:15][CH2:16][CH3:17])=[CH:9][CH:8]=1.C([O-])(=O)C.[Na+], predict the reaction product. The product is: [Br:1][C:9]1[CH:8]=[C:7]([CH2:6][CH2:5][CH2:4][OH:3])[CH:12]=[CH:11][C:10]=1[NH:13][C:14](=[O:18])[O:15][CH2:16][CH3:17]. (2) The product is: [F:16][C:17]1[CH:23]=[CH:22][C:20]([NH:21][C:2]2[CH:7]=[CH:6][C:5]([O:8][C:9]3[CH:14]=[CH:13][C:12]([F:15])=[CH:11][CH:10]=3)=[CH:4][N:3]=2)=[CH:19][C:18]=1[O:24][CH3:25]. Given the reactants Cl[C:2]1[CH:7]=[CH:6][C:5]([O:8][C:9]2[CH:14]=[CH:13][C:12]([F:15])=[CH:11][CH:10]=2)=[CH:4][N:3]=1.[F:16][C:17]1[CH:23]=[CH:22][C:20]([NH2:21])=[CH:19][C:18]=1[O:24][CH3:25].C1(P(C2C=CC=CC=2)C2C3OC4C(=CC=CC=4P(C4C=CC=CC=4)C4C=CC=CC=4)C(C)(C)C=3C=CC=2)C=CC=CC=1.C(=O)([O-])[O-].[Cs+].[Cs+], predict the reaction product.